Predict which catalyst facilitates the given reaction. From a dataset of Catalyst prediction with 721,799 reactions and 888 catalyst types from USPTO. (1) Reactant: [C:1]([O:5][C:6]([NH:8][CH:9]([CH2:14][CH:15]([C:24]#[N:25])[C:16]1[CH:21]=[CH:20][CH:19]=[C:18]([F:22])[C:17]=1[F:23])[C:10](OC)=[O:11])=[O:7])([CH3:4])([CH3:3])[CH3:2]. Product: [F:23][C:17]1[C:18]([F:22])=[CH:19][CH:20]=[CH:21][C:16]=1[C@H:15]1[CH2:24][NH:25][C:10](=[O:11])[C@@H:9]([NH:8][C:6](=[O:7])[O:5][C:1]([CH3:4])([CH3:3])[CH3:2])[CH2:14]1. The catalyst class is: 105. (2) The catalyst class is: 2. Reactant: C([O:5][C:6](=[O:25])[CH2:7][O:8][C:9]1[CH:13]=[C:12]([C:14](=[O:24])[NH:15][CH2:16][CH2:17][CH2:18][CH2:19][CH2:20][CH2:21][CH2:22][CH3:23])[S:11][CH:10]=1)(C)(C)C.C(O)(C(F)(F)F)=O. Product: [CH2:16]([NH:15][C:14]([C:12]1[S:11][CH:10]=[C:9]([O:8][CH2:7][C:6]([OH:25])=[O:5])[CH:13]=1)=[O:24])[CH2:17][CH2:18][CH2:19][CH2:20][CH2:21][CH2:22][CH3:23]. (3) Reactant: Cl[C:2]1[CH:7]=[C:6]([C:8]2[CH:13]=[CH:12][CH:11]=[CH:10][CH:9]=2)[N:5]=[C:4]([NH:14][C:15](=[O:32])[CH2:16][CH2:17][C:18]([C:20]2[CH:25]=[CH:24][C:23]([O:26][CH2:27][CH3:28])=[C:22]([O:29][CH2:30][CH3:31])[CH:21]=2)=[O:19])[CH:3]=1.C1(C2C=CC=CC=2)C=CC=CC=1P(C1CCCCC1)C1CCCCC1.C(=O)([O-])[O-].[K+].[K+].[CH3:64][O:65][C:66]([C:68]1[CH:69]=[C:70](B(O)O)[CH:71]=[CH:72][CH:73]=1)=[O:67]. Product: [CH2:30]([O:29][C:22]1[CH:21]=[C:20]([C:18](=[O:19])[CH2:17][CH2:16][C:15]([NH:14][C:4]2[CH:3]=[C:2]([C:72]3[CH:73]=[C:68]([CH:69]=[CH:70][CH:71]=3)[C:66]([O:65][CH3:64])=[O:67])[CH:7]=[C:6]([C:8]3[CH:13]=[CH:12][CH:11]=[CH:10][CH:9]=3)[N:5]=2)=[O:32])[CH:25]=[CH:24][C:23]=1[O:26][CH2:27][CH3:28])[CH3:31]. The catalyst class is: 110. (4) Reactant: [O-]CC.[Na+].[OH:5][C:6]1[CH:15]=[C:14]2[C:9]([C:10]([CH3:17])=[CH:11][C:12](=[O:16])[O:13]2)=[CH:8][CH:7]=1.[Br:18][C:19]1[CH:20]=[CH:21][C:22]2[O:26][C:25]([CH2:27]Cl)=[CH:24][C:23]=2[CH:29]=1. The catalyst class is: 3. Product: [Br:18][C:19]1[CH:20]=[CH:21][C:22]2[O:26][C:25]([CH2:27][O:5][C:6]3[CH:15]=[C:14]4[C:9]([C:10]([CH3:17])=[CH:11][C:12](=[O:16])[O:13]4)=[CH:8][CH:7]=3)=[CH:24][C:23]=2[CH:29]=1.